From a dataset of Full USPTO retrosynthesis dataset with 1.9M reactions from patents (1976-2016). Predict the reactants needed to synthesize the given product. (1) Given the product [Cl:1][C:2]1[C:11]2[C:6](=[CH:7][C:8]([C:12]([O:14][CH3:15])=[O:13])=[CH:9][CH:10]=2)[C:5]([C:16]2[CH:21]=[CH:20][CH:19]=[C:18]([Cl:22])[C:17]=2[O:23][CH3:24])=[N:4][CH:3]=1, predict the reactants needed to synthesize it. The reactants are: [Cl:1][C:2]1[C:11]2[C:6](=[CH:7][C:8]([C:12]([O:14][CH3:15])=[O:13])=[CH:9][CH:10]=2)[C:5]([C:16]2[CH:21]=[CH:20][CH:19]=[C:18]([Cl:22])[C:17]=2[OH:23])=[N:4][CH:3]=1.[C:24](=O)([O-])[O-].[K+].[K+].IC.CN(C=O)C. (2) Given the product [CH:1]([N:3]1[CH2:8][CH2:7][N:6]([CH2:9][CH2:10][S:21][C:13]2[NH:12][C:16]3[CH:17]=[CH:18][CH:19]=[CH:20][C:15]=3[N:14]=2)[CH2:5][CH2:4]1)=[O:2], predict the reactants needed to synthesize it. The reactants are: [CH:1]([N:3]1[CH2:8][CH2:7][N:6]([CH2:9][CH2:10]O)[CH2:5][CH2:4]1)=[O:2].[N:12]1[C:16]2[CH:17]=[CH:18][CH:19]=[CH:20][C:15]=2[NH:14][C:13]=1[S:21][S:21][C:13]1[NH:12][C:16]2[CH:17]=[CH:18][CH:19]=[CH:20][C:15]=2[N:14]=1.C(P(CCCC)CCCC)CCC. (3) Given the product [C:30]([C:2]1[N:7]=[N:6][CH:5]=[C:4]([N:8]2[CH:12]=[CH:11][C:10]([N:13]3[CH2:18][C@@H:17]([CH3:19])[O:16][C@H:15]([C@@H:20]([OH:28])[C:21]([O:23][C:24]([CH3:27])([CH3:26])[CH3:25])=[O:22])[C:14]3=[O:29])=[N:9]2)[CH:3]=1)#[N:31], predict the reactants needed to synthesize it. The reactants are: Cl[C:2]1[N:7]=[N:6][CH:5]=[C:4]([N:8]2[CH:12]=[CH:11][C:10]([N:13]3[CH2:18][C@@H:17]([CH3:19])[O:16][C@H:15]([C@@H:20]([OH:28])[C:21]([O:23][C:24]([CH3:27])([CH3:26])[CH3:25])=[O:22])[C:14]3=[O:29])=[N:9]2)[CH:3]=1.[CH3:30][N:31](C=O)C. (4) Given the product [C:15]([O:19][C:20]([N:22]1[CH2:27][CH2:26][CH:25]([O:13][C:10]2[CH:9]=[CH:8][C:7]([CH2:6][C:5]([O:4][CH2:1][CH:2]=[CH2:3])=[O:14])=[CH:12][CH:11]=2)[CH2:24][CH2:23]1)=[O:21])([CH3:18])([CH3:16])[CH3:17], predict the reactants needed to synthesize it. The reactants are: [CH2:1]([O:4][C:5](=[O:14])[CH2:6][C:7]1[CH:12]=[CH:11][C:10]([OH:13])=[CH:9][CH:8]=1)[CH:2]=[CH2:3].[C:15]([O:19][C:20]([N:22]1[CH2:27][CH2:26][CH:25](O)[CH2:24][CH2:23]1)=[O:21])([CH3:18])([CH3:17])[CH3:16].C1(P(C2C=CC=CC=2)C2C=CC=CC=2)C=CC=CC=1.CCOC(/N=N/C(OCC)=O)=O.C1COCC1.